This data is from Retrosynthesis with 50K atom-mapped reactions and 10 reaction types from USPTO. The task is: Predict the reactants needed to synthesize the given product. (1) Given the product CCCCCCCCCCCCOC[C@H](CSC[C@H](N)C(=O)NCCOCCOCCC(F)(F)P(=O)(OCC)OCC)NC(=O)CCCCCCCCCCC, predict the reactants needed to synthesize it. The reactants are: CCCCCCCCCCCCOC[C@H](CSC[C@H](NC(=O)OCC1c2ccccc2-c2ccccc21)C(=O)NCCOCCOCCC(F)(F)P(=O)(OCC)OCC)NC(=O)CCCCCCCCCCC. (2) Given the product CC(C)(C)OC(=O)NC(CNC[C@@H](COCc1ccccc1)NC(=O)OC(C)(C)C)COCc1ccccc1, predict the reactants needed to synthesize it. The reactants are: CC(C)(C)OC(=O)N[C@@H](CN)COCc1ccccc1.CC(C)(C)OC(=O)N[C@H](C=O)COCc1ccccc1.